Dataset: Cav3 T-type calcium channel HTS with 100,875 compounds. Task: Binary Classification. Given a drug SMILES string, predict its activity (active/inactive) in a high-throughput screening assay against a specified biological target. (1) The drug is Clc1c(c2noc(c2C(=O)Nc2c(nc3n([nH]cn3)c2=O)C)C)cccc1. The result is 0 (inactive). (2) The drug is s1c(C(=O)Nc2c(C(=O)C(C)C)cc3OCCOc3c2)ccc1. The result is 0 (inactive). (3) The drug is O=c1n(nc(c2cc(c(cc2)C)CNC(=O)c2occc2)c2c1cccc2)C. The result is 0 (inactive). (4) The compound is Clc1ccc(CSc2nc(sn2)N)cc1. The result is 0 (inactive). (5) The molecule is O1C(Cn2nnnc2C(N2CCN(CC2)c2ccccc2)c2ccc(OC)cc2)CCC1. The result is 0 (inactive). (6) The result is 0 (inactive). The molecule is O=c1n(c(=O)n(c2c1c(n(n1cnnc1)c2)c1ccccc1)C)C. (7) The drug is Clc1c(S(=O)(=O)N(OC)c2nc(N(C)C)nc(OC)n2)cccc1. The result is 0 (inactive). (8) The drug is Clc1ccc(C(P(OCC)(=O)c2ccc(N(C)C)cc2)O)cc1. The result is 0 (inactive). (9) The drug is S(=O)(=O)(N(Cc1c2n(nnn2)c2c(c1)cc(cc2)C)Cc1occc1)c1ccccc1. The result is 0 (inactive).